From a dataset of Full USPTO retrosynthesis dataset with 1.9M reactions from patents (1976-2016). Predict the reactants needed to synthesize the given product. (1) Given the product [C:1]([N:4]1[C:12]2[C:7](=[CH:8][C:9]([C:13](=[O:15])[CH3:14])=[CH:10][CH:11]=2)[C:6](=[C:23]([C:22]2[CH:21]=[CH:20][C:19]([C:18]([F:17])([F:28])[F:29])=[CH:27][CH:26]=2)[OH:24])[C:5]1=[O:16])(=[O:3])[CH3:2], predict the reactants needed to synthesize it. The reactants are: [C:1]([N:4]1[C:12]2[C:7](=[CH:8][C:9]([C:13](=[O:15])[CH3:14])=[CH:10][CH:11]=2)[CH2:6][C:5]1=[O:16])(=[O:3])[CH3:2].[F:17][C:18]([F:29])([F:28])[C:19]1[CH:27]=[CH:26][C:22]([C:23](O)=[O:24])=[CH:21][CH:20]=1. (2) Given the product [CH3:25][S:24][C:21]1[CH:22]=[CH:23][CH:18]=[CH:19][C:20]=1[O:1][CH:2]1[CH2:3][CH2:4][N:5]([C:8]([O:10][C:11]([CH3:14])([CH3:13])[CH3:12])=[O:9])[CH2:6][CH2:7]1, predict the reactants needed to synthesize it. The reactants are: [OH:1][CH:2]1[CH2:7][CH2:6][N:5]([C:8]([O:10][C:11]([CH3:14])([CH3:13])[CH3:12])=[O:9])[CH2:4][CH2:3]1.[H-].[Na+].F[C:18]1[CH:23]=[CH:22][C:21]([S:24][CH3:25])=[CH:20][CH:19]=1. (3) Given the product [Br:36][C:33]1[CH:32]=[CH:31][C:30]([CH2:29][C@:12]23[C:13]([CH2:27][CH3:28])=[C:14]([C:19]4[CH:20]=[C:21]([Cl:26])[CH:22]=[C:23]([Cl:25])[CH:24]=4)[C:15](=[O:18])[N:16]2[CH2:17][C@@H:10]([OH:9])[CH2:11]3)=[CH:35][CH:34]=1, predict the reactants needed to synthesize it. The reactants are: C([O:9][C@@H:10]1[CH2:17][N:16]2[C@:12]([CH2:29][C:30]3[CH:35]=[CH:34][C:33]([Br:36])=[CH:32][CH:31]=3)([C:13]([CH2:27][CH3:28])=[C:14]([C:19]3[CH:24]=[C:23]([Cl:25])[CH:22]=[C:21]([Cl:26])[CH:20]=3)[C:15]2=[O:18])[CH2:11]1)(=O)C1C=CC=CC=1.[OH-].[Na+].